Dataset: Forward reaction prediction with 1.9M reactions from USPTO patents (1976-2016). Task: Predict the product of the given reaction. (1) Given the reactants [NH:1]1[C:5]2=[N:6][CH:7]=[CH:8][CH:9]=[C:4]2[CH:3]=[CH:2]1.[C:10]1([CH3:22])[CH:15]=[C:14]([CH3:16])[CH:13]=[C:12]([CH3:17])[C:11]=1[S:18](Cl)(=[O:20])=[O:19].[H-].[Na+], predict the reaction product. The product is: [CH3:22][C:10]1[CH:15]=[C:14]([CH3:16])[CH:13]=[C:12]([CH3:17])[C:11]=1[S:18]([N:1]1[C:5]2=[N:6][CH:7]=[CH:8][CH:9]=[C:4]2[CH:3]=[CH:2]1)(=[O:19])=[O:20]. (2) Given the reactants C[O:2][C:3]([C:5]1[CH:6]=[CH:7][C:8]2[O:17][CH2:16][CH2:15][C:14]3[CH:13]=[C:12]([C:18](=[O:29])[N:19]([C:21]4[CH:26]=[CH:25][C:24]([Cl:27])=[CH:23][C:22]=4[Cl:28])[CH3:20])[S:11][C:10]=3[C:9]=2[CH:30]=1)=[O:4].[OH-].[Na+].Cl, predict the reaction product. The product is: [Cl:28][C:22]1[CH:23]=[C:24]([Cl:27])[CH:25]=[CH:26][C:21]=1[N:19]([CH3:20])[C:18]([C:12]1[S:11][C:10]2[C:9]3[CH:30]=[C:5]([C:3]([OH:4])=[O:2])[CH:6]=[CH:7][C:8]=3[O:17][CH2:16][CH2:15][C:14]=2[CH:13]=1)=[O:29]. (3) Given the reactants [CH:1]([C:3]1[CH:19]=[C:18]([C:20]([F:23])([F:22])[F:21])[CH:17]=[CH:16][C:4]=1[O:5][C:6]1[CH:7]=[C:8]([CH2:12][C:13]([OH:15])=[O:14])[CH:9]=[CH:10][CH:11]=1)=O.[CH3:24][NH2:25], predict the reaction product. The product is: [CH3:24][NH:25][CH2:1][C:3]1[CH:19]=[C:18]([C:20]([F:23])([F:22])[F:21])[CH:17]=[CH:16][C:4]=1[O:5][C:6]1[CH:7]=[C:8]([CH2:12][C:13]([OH:15])=[O:14])[CH:9]=[CH:10][CH:11]=1. (4) Given the reactants [Br:1][C:2]1[C:3]([CH3:12])=[C:4]([C:10]#[N:11])[C:5](=[O:9])[NH:6][C:7]=1[CH3:8].[BH4-].[Na+].Cl, predict the reaction product. The product is: [NH2:11][CH2:10][C:4]1[C:5](=[O:9])[NH:6][C:7]([CH3:8])=[C:2]([Br:1])[C:3]=1[CH3:12].